From a dataset of NCI-60 drug combinations with 297,098 pairs across 59 cell lines. Regression. Given two drug SMILES strings and cell line genomic features, predict the synergy score measuring deviation from expected non-interaction effect. (1) Drug 1: CC1=C(C(=CC=C1)Cl)NC(=O)C2=CN=C(S2)NC3=CC(=NC(=N3)C)N4CCN(CC4)CCO. Drug 2: CCC1(CC2CC(C3=C(CCN(C2)C1)C4=CC=CC=C4N3)(C5=C(C=C6C(=C5)C78CCN9C7C(C=CC9)(C(C(C8N6C)(C(=O)OC)O)OC(=O)C)CC)OC)C(=O)OC)O.OS(=O)(=O)O. Cell line: UO-31. Synergy scores: CSS=10.1, Synergy_ZIP=-3.77, Synergy_Bliss=-1.37, Synergy_Loewe=-3.36, Synergy_HSA=-1.20. (2) Drug 1: C1CC(CNC1)C2=CC=C(C=C2)N3C=C4C=CC=C(C4=N3)C(=O)N. Drug 2: CCC1=C2CN3C(=CC4=C(C3=O)COC(=O)C4(CC)O)C2=NC5=C1C=C(C=C5)O. Cell line: NCI-H460. Synergy scores: CSS=38.6, Synergy_ZIP=10.5, Synergy_Bliss=12.5, Synergy_Loewe=-21.1, Synergy_HSA=19.4. (3) Drug 1: CC1OCC2C(O1)C(C(C(O2)OC3C4COC(=O)C4C(C5=CC6=C(C=C35)OCO6)C7=CC(=C(C(=C7)OC)O)OC)O)O. Drug 2: C1=NC2=C(N1)C(=S)N=CN2. Cell line: SNB-75. Synergy scores: CSS=9.33, Synergy_ZIP=-12.4, Synergy_Bliss=-18.6, Synergy_Loewe=-21.2, Synergy_HSA=-15.9. (4) Drug 1: COC1=C(C=C2C(=C1)N=CN=C2NC3=CC(=C(C=C3)F)Cl)OCCCN4CCOCC4. Drug 2: C1=CC(=CC=C1CC(C(=O)O)N)N(CCCl)CCCl.Cl. Cell line: DU-145. Synergy scores: CSS=32.5, Synergy_ZIP=1.09, Synergy_Bliss=2.22, Synergy_Loewe=-10.1, Synergy_HSA=1.65. (5) Drug 1: C1=NC(=NC(=O)N1C2C(C(C(O2)CO)O)O)N. Drug 2: CC1C(C(CC(O1)OC2CC(OC(C2O)C)OC3=CC4=CC5=C(C(=O)C(C(C5)C(C(=O)C(C(C)O)O)OC)OC6CC(C(C(O6)C)O)OC7CC(C(C(O7)C)O)OC8CC(C(C(O8)C)O)(C)O)C(=C4C(=C3C)O)O)O)O. Cell line: COLO 205. Synergy scores: CSS=73.5, Synergy_ZIP=-1.54, Synergy_Bliss=-2.61, Synergy_Loewe=-1.52, Synergy_HSA=-0.627. (6) Drug 1: CCC(=C(C1=CC=CC=C1)C2=CC=C(C=C2)OCCN(C)C)C3=CC=CC=C3.C(C(=O)O)C(CC(=O)O)(C(=O)O)O. Drug 2: C1=NNC2=C1C(=O)NC=N2. Cell line: A549. Synergy scores: CSS=-0.229, Synergy_ZIP=-0.0309, Synergy_Bliss=0.273, Synergy_Loewe=-1.97, Synergy_HSA=-0.998. (7) Drug 1: C1=CC(=C2C(=C1NCCNCCO)C(=O)C3=C(C=CC(=C3C2=O)O)O)NCCNCCO. Drug 2: CN(C(=O)NC(C=O)C(C(C(CO)O)O)O)N=O. Cell line: UACC-257. Synergy scores: CSS=-4.32, Synergy_ZIP=-2.61, Synergy_Bliss=-9.59, Synergy_Loewe=-11.2, Synergy_HSA=-9.42. (8) Drug 1: CNC(=O)C1=NC=CC(=C1)OC2=CC=C(C=C2)NC(=O)NC3=CC(=C(C=C3)Cl)C(F)(F)F. Synergy scores: CSS=0.554, Synergy_ZIP=-3.55, Synergy_Bliss=-8.90, Synergy_Loewe=-8.16, Synergy_HSA=-7.54. Drug 2: CC(C)(C#N)C1=CC(=CC(=C1)CN2C=NC=N2)C(C)(C)C#N. Cell line: K-562. (9) Drug 1: CCC1(CC2CC(C3=C(CCN(C2)C1)C4=CC=CC=C4N3)(C5=C(C=C6C(=C5)C78CCN9C7C(C=CC9)(C(C(C8N6C=O)(C(=O)OC)O)OC(=O)C)CC)OC)C(=O)OC)O.OS(=O)(=O)O. Drug 2: CCCCC(=O)OCC(=O)C1(CC(C2=C(C1)C(=C3C(=C2O)C(=O)C4=C(C3=O)C=CC=C4OC)O)OC5CC(C(C(O5)C)O)NC(=O)C(F)(F)F)O. Cell line: NCI/ADR-RES. Synergy scores: CSS=3.59, Synergy_ZIP=0.118, Synergy_Bliss=-0.803, Synergy_Loewe=-1.74, Synergy_HSA=-3.56.